From a dataset of Acute oral toxicity (LD50) regression data from Zhu et al.. Regression/Classification. Given a drug SMILES string, predict its toxicity properties. Task type varies by dataset: regression for continuous values (e.g., LD50, hERG inhibition percentage) or binary classification for toxic/non-toxic outcomes (e.g., AMES mutagenicity, cardiotoxicity, hepatotoxicity). Dataset: ld50_zhu. The rat oral LD50 is 3.18, given as -log10 of the dose in mol/kg body weight (higher means more acutely toxic). The compound is CCOC(=O)C1(c2ccccc2)CCN(C)CC1.